This data is from Full USPTO retrosynthesis dataset with 1.9M reactions from patents (1976-2016). The task is: Predict the reactants needed to synthesize the given product. (1) Given the product [CH:1]1([CH:7]([NH:24][C:25]2[CH:33]=[CH:32][C:28]([C:29]([N:44]([CH3:43])[CH2:45][CH2:46][C:47]([OH:49])=[O:48])=[O:30])=[CH:27][CH:26]=2)[C:8]2[O:9][C:10]([C:14]3[CH:19]=[CH:18][C:17]([C:20]([F:22])([F:21])[F:23])=[CH:16][CH:15]=3)=[CH:11][C:12]=2[CH3:13])[CH2:6][CH2:5][CH2:4][CH2:3][CH2:2]1, predict the reactants needed to synthesize it. The reactants are: [CH:1]1([CH:7]([NH:24][C:25]2[CH:33]=[CH:32][C:28]([C:29](O)=[O:30])=[CH:27][CH:26]=2)[C:8]2[O:9][C:10]([C:14]3[CH:19]=[CH:18][C:17]([C:20]([F:23])([F:22])[F:21])=[CH:16][CH:15]=3)=[CH:11][C:12]=2[CH3:13])[CH2:6][CH2:5][CH2:4][CH2:3][CH2:2]1.Cl.NCCC(OCC)=O.[CH3:43][NH:44][CH2:45][CH2:46][C:47]([O:49]CC)=[O:48].Cl.C(N=C=NCCCN(C)C)C.O.OC1C2N=NNC=2C=CC=1. (2) The reactants are: CC1(C)C(C)(C)OB([C:9]2[O:10][C:11]([CH3:14])=[CH:12][CH:13]=2)O1.Cl[C:17]1[CH:22]=[CH:21][C:20]([C:23]2[C:32]3[C:27](=[CH:28][C:29]([S:33]([NH:36][C:37]4[CH:42]=[CH:41][N:40]=[CH:39][N:38]=4)(=[O:35])=[O:34])=[CH:30][CH:31]=3)[CH:26]=[CH:25][N:24]=2)=[C:19]([O:43][CH3:44])[CH:18]=1.P([O-])([O-])([O-])=O.[K+].[K+].[K+].O1CCOCC1. Given the product [CH3:44][O:43][C:19]1[CH:18]=[C:17]([C:9]2[O:10][C:11]([CH3:14])=[CH:12][CH:13]=2)[CH:22]=[CH:21][C:20]=1[C:23]1[C:32]2[C:27](=[CH:28][C:29]([S:33]([NH:36][C:37]3[CH:42]=[CH:41][N:40]=[CH:39][N:38]=3)(=[O:34])=[O:35])=[CH:30][CH:31]=2)[CH:26]=[CH:25][N:24]=1, predict the reactants needed to synthesize it. (3) Given the product [F:60][C:57]1[CH:58]=[CH:59][C:53]2[O:52][C:51]([NH:26][CH2:27][C@@H:28]3[C@H:33]([CH3:34])[CH2:32][CH2:31][CH2:30][N:29]3[C:35]([C:37]3[CH:42]=[C:41]([CH3:43])[CH:40]=[CH:39][C:38]=3[C:44]3[CH:49]=[CH:48][CH:47]=[CH:46][N:45]=3)=[O:36])=[N:55][C:54]=2[CH:56]=1, predict the reactants needed to synthesize it. The reactants are: ClC1C=CC2OC(NC[C@@H]3[C@H](C)CCCN3C(OCC=C)=O)=NC=2C=1.[NH2:26][CH2:27][C@@H:28]1[C@H:33]([CH3:34])[CH2:32][CH2:31][CH2:30][N:29]1[C:35]([C:37]1[CH:42]=[C:41]([CH3:43])[CH:40]=[CH:39][C:38]=1[C:44]1[CH:49]=[CH:48][CH:47]=[CH:46][N:45]=1)=[O:36].Cl[C:51]1[O:52][C:53]2[CH:59]=[CH:58][C:57]([F:60])=[CH:56][C:54]=2[N:55]=1. (4) Given the product [F:7][C:2]([P:8]([C:14]([F:19])([F:20])[C:15]([F:18])([F:17])[F:16])(=[O:9])[O-:13])([F:1])[C:3]([F:6])([F:5])[F:4].[CH2:10]([N+:24]1[CH:25]=[CH:26][N:22]([CH3:21])[CH:23]=1)[C:11]#[CH:12], predict the reactants needed to synthesize it. The reactants are: [F:1][C:2]([P:8]([C:14]([F:20])([F:19])[C:15]([F:18])([F:17])[F:16])(=[O:13])[O:9][CH2:10][C:11]#[CH:12])([F:7])[C:3]([F:6])([F:5])[F:4].[CH3:21][N:22]1[CH:26]=[CH:25][N:24]=[CH:23]1. (5) Given the product [Cl:33][C:18]1[C:19]([NH:21][C:22]2[CH:27]=[CH:26][CH:25]=[CH:24][C:23]=2[NH:28][S:29]([CH3:32])(=[O:31])=[O:30])=[N:20][C:15]([NH:1][C:2]2[CH:13]=[CH:12][C:5]3[CH2:6][NH:7][C:8](=[O:11])[NH:9][CH2:10][C:4]=3[CH:3]=2)=[N:16][CH:17]=1, predict the reactants needed to synthesize it. The reactants are: [NH2:1][C:2]1[CH:13]=[CH:12][C:5]2[CH2:6][NH:7][C:8](=[O:11])[NH:9][CH2:10][C:4]=2[CH:3]=1.Cl[C:15]1[N:20]=[C:19]([NH:21][C:22]2[CH:27]=[CH:26][CH:25]=[CH:24][C:23]=2[NH:28][S:29]([CH3:32])(=[O:31])=[O:30])[C:18]([Cl:33])=[CH:17][N:16]=1.Cl.O1CCOCC1.Cl. (6) Given the product [CH2:7]([N:21]1[CH:22]2[CH:18]([CH:17]=[C:16]([Cl:15])[CH:24]=[CH:23]2)[C:19]([C:25]#[N:26])=[N:20]1)[C:8]1[CH:13]=[CH:12][CH:11]=[CH:10][CH:9]=1, predict the reactants needed to synthesize it. The reactants are: C(=O)([O-])[O-].[K+].[K+].[CH2:7](Br)[C:8]1[CH:13]=[CH:12][CH:11]=[CH:10][CH:9]=1.[Cl:15][C:16]1[CH:17]=[C:18]2[C:22](=[CH:23][CH:24]=1)[NH:21][N:20]=[C:19]2[C:25]#[N:26]. (7) Given the product [C:19]([C:23]1[CH:28]=[CH:27][C:26]([S:29]([NH:1][CH2:2][C:3]2[CH:17]=[CH:16][C:6]([C:7]([NH:9][C:10]3[CH:11]=[N:12][CH:13]=[CH:14][CH:15]=3)=[O:8])=[C:5]([F:18])[CH:4]=2)(=[O:31])=[O:30])=[CH:25][CH:24]=1)([CH3:22])([CH3:20])[CH3:21], predict the reactants needed to synthesize it. The reactants are: [NH2:1][CH2:2][C:3]1[CH:17]=[CH:16][C:6]([C:7]([NH:9][C:10]2[CH:11]=[N:12][CH:13]=[CH:14][CH:15]=2)=[O:8])=[C:5]([F:18])[CH:4]=1.[C:19]([C:23]1[CH:28]=[CH:27][C:26]([S:29](Cl)(=[O:31])=[O:30])=[CH:25][CH:24]=1)([CH3:22])([CH3:21])[CH3:20].